The task is: Predict the reactants needed to synthesize the given product.. This data is from Full USPTO retrosynthesis dataset with 1.9M reactions from patents (1976-2016). (1) Given the product [CH3:1][O:2][C:3]1[CH:4]=[C:5]([C:13]([OH:15])=[O:14])[C:6](=[CH:11][CH:12]=1)[C:7]([OH:9])=[O:8], predict the reactants needed to synthesize it. The reactants are: [CH3:1][O:2][C:3]1[CH:4]=[C:5]([C:13]([O:15]C)=[O:14])[C:6](=[CH:11][CH:12]=1)[C:7]([O:9]C)=[O:8].Cl. (2) Given the product [O:6]1[CH:5]=[CH:4][CH:3]=[C:2]1[CH2:1][NH:7][CH2:13][C:9]1[S:8][CH:12]=[CH:11][CH:10]=1, predict the reactants needed to synthesize it. The reactants are: [CH2:1]([NH2:7])[C:2]1[O:6][CH:5]=[CH:4][CH:3]=1.[S:8]1[CH:12]=[CH:11][CH:10]=[C:9]1[CH:13]=O.C(O[BH-](OC(=O)C)OC(=O)C)(=O)C.[Na+]. (3) Given the product [CH3:1][C:2]1[CH:3]=[C:4]([NH:16][C:17]2[C:26]3[C:21](=[CH:22][CH:23]=[CH:24][C:25]=3[O:27][CH2:28][C:29](=[O:30])[N:32]3[CH2:36][CH2:35][CH2:34][CH2:33]3)[N:20]=[CH:19][N:18]=2)[CH:5]=[CH:6][C:7]=1[O:8][C:9]1[CH:10]=[N:11][C:12]([CH3:15])=[CH:13][CH:14]=1, predict the reactants needed to synthesize it. The reactants are: [CH3:1][C:2]1[CH:3]=[C:4]([NH:16][C:17]2[C:26]3[C:21](=[CH:22][CH:23]=[CH:24][C:25]=3[O:27][CH2:28][C:29](O)=[O:30])[N:20]=[CH:19][N:18]=2)[CH:5]=[CH:6][C:7]=1[O:8][C:9]1[CH:10]=[N:11][C:12]([CH3:15])=[CH:13][CH:14]=1.[NH:32]1[CH2:36][CH2:35][CH2:34][CH2:33]1.